Regression. Given two drug SMILES strings and cell line genomic features, predict the synergy score measuring deviation from expected non-interaction effect. From a dataset of NCI-60 drug combinations with 297,098 pairs across 59 cell lines. (1) Drug 1: CC1=C(C(=CC=C1)Cl)NC(=O)C2=CN=C(S2)NC3=CC(=NC(=N3)C)N4CCN(CC4)CCO. Drug 2: CCC1(C2=C(COC1=O)C(=O)N3CC4=CC5=C(C=CC(=C5CN(C)C)O)N=C4C3=C2)O.Cl. Cell line: HS 578T. Synergy scores: CSS=22.2, Synergy_ZIP=-4.39, Synergy_Bliss=-0.250, Synergy_Loewe=-2.23, Synergy_HSA=2.13. (2) Drug 1: C1CN(P(=O)(OC1)NCCCl)CCCl. Drug 2: N.N.Cl[Pt+2]Cl. Cell line: SR. Synergy scores: CSS=50.8, Synergy_ZIP=-0.0562, Synergy_Bliss=-1.01, Synergy_Loewe=-17.7, Synergy_HSA=0.787. (3) Drug 1: CC12CCC3C(C1CCC2O)C(CC4=C3C=CC(=C4)O)CCCCCCCCCS(=O)CCCC(C(F)(F)F)(F)F. Drug 2: CC1CCCC2(C(O2)CC(NC(=O)CC(C(C(=O)C(C1O)C)(C)C)O)C(=CC3=CSC(=N3)C)C)C. Cell line: SK-OV-3. Synergy scores: CSS=40.5, Synergy_ZIP=2.21, Synergy_Bliss=1.78, Synergy_Loewe=-28.6, Synergy_HSA=2.36. (4) Drug 1: CC1=C2C(C(=O)C3(C(CC4C(C3C(C(C2(C)C)(CC1OC(=O)C(C(C5=CC=CC=C5)NC(=O)OC(C)(C)C)O)O)OC(=O)C6=CC=CC=C6)(CO4)OC(=O)C)OC)C)OC. Drug 2: CC12CCC(CC1=CCC3C2CCC4(C3CC=C4C5=CN=CC=C5)C)O. Cell line: A498. Synergy scores: CSS=24.2, Synergy_ZIP=-1.77, Synergy_Bliss=-5.65, Synergy_Loewe=-24.9, Synergy_HSA=-7.03.